Dataset: HIV replication inhibition screening data with 41,000+ compounds from the AIDS Antiviral Screen. Task: Binary Classification. Given a drug SMILES string, predict its activity (active/inactive) in a high-throughput screening assay against a specified biological target. The compound is CSC1=Nc2ccccc2-c2nc3ccccc3cc2C1. The result is 0 (inactive).